Dataset: NCI-60 drug combinations with 297,098 pairs across 59 cell lines. Task: Regression. Given two drug SMILES strings and cell line genomic features, predict the synergy score measuring deviation from expected non-interaction effect. (1) Drug 1: C1CCN(CC1)CCOC2=CC=C(C=C2)C(=O)C3=C(SC4=C3C=CC(=C4)O)C5=CC=C(C=C5)O. Drug 2: C1CC(C1)(C(=O)O)C(=O)O.[NH2-].[NH2-].[Pt+2]. Cell line: HOP-92. Synergy scores: CSS=42.0, Synergy_ZIP=-0.389, Synergy_Bliss=-2.51, Synergy_Loewe=-1.27, Synergy_HSA=-1.71. (2) Drug 1: C1C(C(OC1N2C=C(C(=O)NC2=O)F)CO)O. Drug 2: CC1CCCC2(C(O2)CC(NC(=O)CC(C(C(=O)C(C1O)C)(C)C)O)C(=CC3=CSC(=N3)C)C)C. Cell line: PC-3. Synergy scores: CSS=33.1, Synergy_ZIP=-2.84, Synergy_Bliss=-4.60, Synergy_Loewe=-9.93, Synergy_HSA=-1.39. (3) Drug 1: CC12CCC3C(C1CCC2=O)CC(=C)C4=CC(=O)C=CC34C. Drug 2: C1CNP(=O)(OC1)N(CCCl)CCCl. Cell line: A498. Synergy scores: CSS=33.8, Synergy_ZIP=1.31, Synergy_Bliss=2.24, Synergy_Loewe=-14.4, Synergy_HSA=0.0537. (4) Drug 1: CCC1=CC2CC(C3=C(CN(C2)C1)C4=CC=CC=C4N3)(C5=C(C=C6C(=C5)C78CCN9C7C(C=CC9)(C(C(C8N6C)(C(=O)OC)O)OC(=O)C)CC)OC)C(=O)OC.C(C(C(=O)O)O)(C(=O)O)O. Drug 2: C1CN(CCN1C(=O)CCBr)C(=O)CCBr. Cell line: OVCAR-8. Synergy scores: CSS=45.1, Synergy_ZIP=-2.51, Synergy_Bliss=-1.08, Synergy_Loewe=-12.8, Synergy_HSA=0.225. (5) Drug 1: C1CN1C2=NC(=NC(=N2)N3CC3)N4CC4. Drug 2: COC1=CC(=CC(=C1O)OC)C2C3C(COC3=O)C(C4=CC5=C(C=C24)OCO5)OC6C(C(C7C(O6)COC(O7)C8=CC=CS8)O)O. Cell line: UACC62. Synergy scores: CSS=56.5, Synergy_ZIP=-7.39, Synergy_Bliss=-7.03, Synergy_Loewe=-3.46, Synergy_HSA=-0.750. (6) Drug 1: CC(C1=C(C=CC(=C1Cl)F)Cl)OC2=C(N=CC(=C2)C3=CN(N=C3)C4CCNCC4)N. Drug 2: CCCCCOC(=O)NC1=NC(=O)N(C=C1F)C2C(C(C(O2)C)O)O. Cell line: EKVX. Synergy scores: CSS=0.794, Synergy_ZIP=1.85, Synergy_Bliss=-0.651, Synergy_Loewe=-11.0, Synergy_HSA=-3.98.